This data is from Catalyst prediction with 721,799 reactions and 888 catalyst types from USPTO. The task is: Predict which catalyst facilitates the given reaction. (1) Reactant: [CH:1]([C@@H:4]1[CH2:8][C@@H:7]([C@@H:9]([NH2:33])[CH2:10][C@@H:11]([CH:30]([CH3:32])[CH3:31])[CH2:12][C:13]2[CH:18]=[CH:17][C:16]([O:19][CH2:20][CH2:21][CH2:22][OH:23])=[C:15]([O:24][CH2:25][CH2:26][CH2:27][O:28][CH3:29])[CH:14]=2)[O:6][C:5]1=[O:34])([CH3:3])[CH3:2].C(N(C(C)C)C(C)C)C.[C:44](O[C:44]([O:46][C:47]([CH3:50])([CH3:49])[CH3:48])=[O:45])([O:46][C:47]([CH3:50])([CH3:49])[CH3:48])=[O:45]. Product: [CH:1]([C@@H:4]1[CH2:8][C@@H:7]([C@@H:9]([NH:33][C:44]([O:46][C:47]([CH3:50])([CH3:49])[CH3:48])=[O:45])[CH2:10][C@@H:11]([CH:30]([CH3:32])[CH3:31])[CH2:12][C:13]2[CH:18]=[CH:17][C:16]([O:19][CH2:20][CH2:21][CH2:22][OH:23])=[C:15]([O:24][CH2:25][CH2:26][CH2:27][O:28][CH3:29])[CH:14]=2)[O:6][C:5]1=[O:34])([CH3:3])[CH3:2]. The catalyst class is: 4. (2) The catalyst class is: 28. Product: [C:1]([O:5][C:6]([NH:7][C@H:8]([C:17]1[N:18]([CH2:54][CH2:55][CH2:56][CH2:57][C:58](=[O:59])[NH:47][C@H:46]([C:45]([OH:44])=[O:52])[CH2:48][CH2:49][S:50][CH3:51])[CH:19]=[C:20]([C:22]2[CH:27]=[CH:26][C:25]([Cl:28])=[CH:24][C:23]=2[Cl:29])[N:21]=1)[CH2:9][C:10]1[CH:15]=[CH:14][C:13]([O:16][C:38]2[CH:37]=[CH:36][C:35]([C:34]([OH:33])=[O:42])=[CH:40][CH:39]=2)=[CH:12][CH:11]=1)=[O:30])([CH3:4])([CH3:2])[CH3:3]. Reactant: [C:1]([O:5][C:6](=[O:30])[NH:7][C@H:8]([C:17]1[NH:18][CH:19]=[C:20]([C:22]2[CH:27]=[CH:26][C:25]([Cl:28])=[CH:24][C:23]=2[Cl:29])[N:21]=1)[CH2:9][C:10]1[CH:15]=[CH:14][C:13]([OH:16])=[CH:12][CH:11]=1)([CH3:4])([CH3:3])[CH3:2].C([O:33][C:34](=[O:42])[CH2:35][CH2:36][CH2:37][CH2:38][CH2:39][CH2:40]Br)C.C[O:44][C:45](=[O:52])[C@H:46]([CH2:48][CH2:49][S:50][CH3:51])[NH2:47].I[C:54]1C=C[C:57]([C:58](OC)=[O:59])=[CH:56][CH:55]=1.C1(O)C=CC=CC=1.